From a dataset of Forward reaction prediction with 1.9M reactions from USPTO patents (1976-2016). Predict the product of the given reaction. (1) Given the reactants [CH2:1]([O:3][C:4]([C:6]1[NH:7][CH:8]=[C:9]2[CH:18]([C:19]3[O:20][C:21]([S:24][C:25]4[NH:29][C:28]5[CH:30]=[CH:31][C:32]([O:34][C:35]([F:38])([F:37])[F:36])=[CH:33][C:27]=5[N:26]=4)=[CH:22][CH:23]=3)[C:17]3[C:16](=[O:39])[CH2:15][N:14](OC(C)(C)C)[CH2:13][C:12]=3[NH:11][C:10]=12)=[O:5])[CH3:2].[ClH:45], predict the reaction product. The product is: [ClH:45].[CH2:1]([O:3][C:4]([C:6]1[NH:7][CH:8]=[C:9]2[CH:18]([C:19]3[O:20][C:21]([S:24][C:25]4[NH:29][C:28]5[CH:30]=[CH:31][C:32]([O:34][C:35]([F:38])([F:36])[F:37])=[CH:33][C:27]=5[N:26]=4)=[CH:22][CH:23]=3)[C:17]3[C:16](=[O:39])[CH2:15][NH:14][CH2:13][C:12]=3[NH:11][C:10]=12)=[O:5])[CH3:2]. (2) Given the reactants C(O)(=O)C.[C:5]([O:9][C:10]([N:12]1[CH2:16][C@@H:15]([O:17][CH3:18])[C@H:14]([CH2:19][NH2:20])[CH2:13]1)=[O:11])([CH3:8])([CH3:7])[CH3:6].[Cl:21][C:22]1[S:26][C:25]([C:27](O)=[O:28])=[CH:24][CH:23]=1, predict the reaction product. The product is: [C:5]([O:9][C:10]([N:12]1[CH2:16][C@@H:15]([O:17][CH3:18])[C@H:14]([CH2:19][NH:20][C:27]([C:25]2[S:26][C:22]([Cl:21])=[CH:23][CH:24]=2)=[O:28])[CH2:13]1)=[O:11])([CH3:8])([CH3:7])[CH3:6]. (3) Given the reactants [Br:1][C:2]1[C:10]2[N:9]=[N:8][N:7]([CH2:11][CH:12]3[CH2:14][CH2:13]3)[C:6]=2[CH:5]=[CH:4][C:3]=1[O:15][C:16]1[C:21]([CH:22]=[O:23])=[CH:20][C:19]([Cl:24])=[CH:18][N:17]=1.[BH4-].[Na+], predict the reaction product. The product is: [Br:1][C:2]1[C:10]2[N:9]=[N:8][N:7]([CH2:11][CH:12]3[CH2:13][CH2:14]3)[C:6]=2[CH:5]=[CH:4][C:3]=1[O:15][C:16]1[C:21]([CH2:22][OH:23])=[CH:20][C:19]([Cl:24])=[CH:18][N:17]=1. (4) Given the reactants [NH2:1][C:2]1[N:7]=[C:6]([C:8]([C:10]2[C:15]([NH:16][S:17]([C:20]3[CH:25]=[CH:24][C:23]([C:26]([CH3:29])([CH3:28])[CH3:27])=[CH:22][CH:21]=3)(=[O:19])=[O:18])=[CH:14][C:13]([Cl:30])=[CH:12][N:11]=2)=[O:9])[CH:5]=[CH:4][CH:3]=1.[Si](N=C=O)(C)(C)C.[CH3:38][C:39](O)=[O:40], predict the reaction product. The product is: [C:26]([C:23]1[CH:22]=[CH:21][C:20]([S:17]([NH:16][C:15]2[C:10]([C:8]([C:6]3[N:7]=[C:2]([NH:1][C:39](=[O:40])[CH3:38])[CH:3]=[CH:4][CH:5]=3)=[O:9])=[N:11][CH:12]=[C:13]([Cl:30])[CH:14]=2)(=[O:18])=[O:19])=[CH:25][CH:24]=1)([CH3:27])([CH3:29])[CH3:28]. (5) The product is: [CH2:12]([N:19]1[CH:24]2[CH2:25][CH2:26][CH:20]1[CH2:21][N:22]([C:5]1[CH:6]=[CH:7][CH:8]=[C:3]([C:2]([F:11])([F:10])[F:1])[CH:4]=1)[CH2:23]2)[C:13]1[CH:14]=[CH:15][CH:16]=[CH:17][CH:18]=1. Given the reactants [F:1][C:2]([F:11])([F:10])[C:3]1[CH:4]=[C:5](Br)[CH:6]=[CH:7][CH:8]=1.[CH2:12]([N:19]1[CH:24]2[CH2:25][CH2:26][CH:20]1[CH2:21][NH:22][CH2:23]2)[C:13]1[CH:18]=[CH:17][CH:16]=[CH:15][CH:14]=1.C1(P(C2C=CC=CC=2)C2C=CC3C(=CC=CC=3)C=2C2C3C(=CC=CC=3)C=CC=2P(C2C=CC=CC=2)C2C=CC=CC=2)C=CC=CC=1.CC(C)([O-])C.[K+], predict the reaction product. (6) Given the reactants [CH2:1]([O:3][C:4](=[O:12])[C:5](=O)[C:6]1[S:7][CH:8]=[CH:9][CH:10]=1)[CH3:2].C(O)(=O)C(O)=O.[CH3:19][CH:20]([CH3:25])[CH2:21][CH2:22][NH:23][NH2:24], predict the reaction product. The product is: [CH2:1]([O:3][C:4](=[O:12])[C:5](=[N:24][NH:23][CH2:22][CH2:21][CH:20]([CH3:25])[CH3:19])[C:6]1[S:7][CH:8]=[CH:9][CH:10]=1)[CH3:2].